From a dataset of Retrosynthesis with 50K atom-mapped reactions and 10 reaction types from USPTO. Predict the reactants needed to synthesize the given product. (1) Given the product OCc1cc(Br)ccc1F, predict the reactants needed to synthesize it. The reactants are: O=Cc1cc(Br)ccc1F. (2) Given the product CC1(C)OB(c2ccc3nc(-c4cc(C(F)(F)F)ccn4)n(COCC[Si](C)(C)C)c3c2)OC1(C)C, predict the reactants needed to synthesize it. The reactants are: CC1(C)OB(B2OC(C)(C)C(C)(C)O2)OC1(C)C.C[Si](C)(C)CCOCn1c(-c2cc(C(F)(F)F)ccn2)nc2ccc(Br)cc21. (3) Given the product Oc1cccc2c1Oc1ccccc1C21CCN(Cc2ccccc2)CC1, predict the reactants needed to synthesize it. The reactants are: COc1cccc2c1Oc1ccccc1C21CCN(Cc2ccccc2)CC1. (4) Given the product O=C(O)c1cccc(Cn2ccc3cc([N+](=O)[O-])cc(Cl)c32)c1, predict the reactants needed to synthesize it. The reactants are: COC(=O)c1cccc(Cn2ccc3cc([N+](=O)[O-])cc(Cl)c32)c1. (5) Given the product O[C@H]1CC[C@@H](NC2CCCCC2)CC1, predict the reactants needed to synthesize it. The reactants are: N[C@H]1CC[C@@H](O)CC1.O=C1CCCCC1. (6) Given the product N#Cc1ccccc1CN1CCC(Nc2c(C(N)=O)cnc3[nH]ccc23)CC1, predict the reactants needed to synthesize it. The reactants are: N#Cc1ccccc1C=O.NC(=O)c1cnc2[nH]ccc2c1NC1CCNCC1. (7) Given the product COc1cc(C(=O)O)cc([N+](=O)[O-])c1, predict the reactants needed to synthesize it. The reactants are: COC(=O)c1cc(OC)cc([N+](=O)[O-])c1.